From a dataset of Reaction yield outcomes from USPTO patents with 853,638 reactions. Predict the reaction yield, written as a fraction of the theoretical maximum amount of product (1.0 means a 100% yield; for example, 0.34 means a 34% yield). (1) No catalyst specified. The reactants are [CH3:1][O-].[Na+].[N:4]#[C:5][NH2:6].[C:7]([C:11]1[CH:16]=[CH:15][CH:14]=[C:13]([N:17]=[C:18]=[S:19])[CH:12]=1)([CH3:10])([CH3:9])[CH3:8].IC. The yield is 0.620. The product is [C:7]([C:11]1[CH:12]=[C:13]([NH:17]/[C:18](/[S:19][CH3:1])=[N:4]/[C:5]#[N:6])[CH:14]=[CH:15][CH:16]=1)([CH3:10])([CH3:8])[CH3:9]. (2) The reactants are [F:1][C:2]1[CH:16]=[C:15]([F:17])[CH:14]=[CH:13][C:3]=1[CH2:4][O:5][C:6]1[CH:11]=[CH:10][N+:9]([O-])=[CH:8][CH:7]=1.C(OC(=O)C)(=[O:20])C. No catalyst specified. The product is [F:1][C:2]1[CH:16]=[C:15]([F:17])[CH:14]=[CH:13][C:3]=1[CH2:4][O:5][C:6]1[CH:11]=[CH:10][NH:9][C:8](=[O:20])[CH:7]=1. The yield is 0.310. (3) The reactants are [NH2:1][C:2]1[N:10]=[CH:9][CH:8]=[CH:7][C:3]=1[C:4](O)=[O:5].[H-].[Al+3].[Li+].[H-].[H-].[H-]. The catalyst is C1COCC1. The product is [NH2:1][C:2]1[C:3]([CH2:4][OH:5])=[CH:7][CH:8]=[CH:9][N:10]=1. The yield is 0.830. (4) The reactants are [CH3:1][O:2][C:3]1[C:11]2[O:10][C:9]([C:12]3([CH3:17])[O:16][CH2:15][CH2:14][O:13]3)=[CH:8][C:7]=2[C:6]([N+:18]([O-])=O)=[CH:5][CH:4]=1. The catalyst is C(O)C.[Pd]. The product is [NH2:18][C:6]1[C:7]2[CH:8]=[C:9]([C:12]3([CH3:17])[O:13][CH2:14][CH2:15][O:16]3)[O:10][C:11]=2[C:3]([O:2][CH3:1])=[CH:4][CH:5]=1. The yield is 0.880. (5) The yield is 0.750. The catalyst is CS(C)=O. The reactants are Cl[C:2]1[C:11]([Cl:12])=[N:10][C:9]2[C:4](=[CH:5][CH:6]=[CH:7][CH:8]=2)[N:3]=1.[F:13][C:14]1[CH:19]=[CH:18][CH:17]=[CH:16][C:15]=1[S:20]([NH2:23])(=[O:22])=[O:21].C(=O)([O-])[O-].[K+].[K+]. The product is [Cl:12][C:11]1[C:2]([NH:23][S:20]([C:15]2[CH:16]=[CH:17][CH:18]=[CH:19][C:14]=2[F:13])(=[O:22])=[O:21])=[N:3][C:4]2[C:9]([N:10]=1)=[CH:8][CH:7]=[CH:6][CH:5]=2.